The task is: Predict which catalyst facilitates the given reaction.. This data is from Catalyst prediction with 721,799 reactions and 888 catalyst types from USPTO. (1) Reactant: CN(C)C=O.[CH3:6][O:7][C:8]1[CH:17]=[C:16]2[C:11]([C:12]([CH3:33])=[CH:13][C:14](=[O:32])[N:15]2[CH2:18][CH2:19][CH2:20][C:21]2([C:27]([O:29][CH2:30][CH3:31])=[O:28])[CH2:26][CH2:25][NH:24][CH2:23][CH2:22]2)=[CH:10][CH:9]=1.C(=O)([O-])[O-].[K+].[K+].Br[CH2:41][CH2:42][S:43][C:44]1[S:45][CH:46]=[CH:47][CH:48]=1. Product: [CH3:6][O:7][C:8]1[CH:17]=[C:16]2[C:11]([C:12]([CH3:33])=[CH:13][C:14](=[O:32])[N:15]2[CH2:18][CH2:19][CH2:20][C:21]2([C:27]([O:29][CH2:30][CH3:31])=[O:28])[CH2:26][CH2:25][N:24]([CH2:41][CH2:42][S:43][C:44]3[S:45][CH:46]=[CH:47][CH:48]=3)[CH2:23][CH2:22]2)=[CH:10][CH:9]=1. The catalyst class is: 84. (2) Product: [OH:3][CH2:4][CH2:5][O:6][NH:7][C:8]([C:10]1[C:11]([NH:19][C:20]2[CH:25]=[CH:24][C:23]([I:26])=[CH:22][C:21]=2[F:27])=[C:12]2[C:16](=[CH:17][CH:18]=1)[NH:15][N:14]=[CH:13]2)=[O:9]. The catalyst class is: 5. Reactant: C([O:3][CH2:4][CH2:5][O:6][NH:7][C:8]([C:10]1[C:11]([NH:19][C:20]2[CH:25]=[CH:24][C:23]([I:26])=[CH:22][C:21]=2[F:27])=[C:12]2[C:16](=[CH:17][CH:18]=1)[NH:15][N:14]=[CH:13]2)=[O:9])=C.Cl. (3) Reactant: FC(F)(F)S(O[C:7]1[CH2:8][N:9]([C:18]([O:20][C:21]([CH3:24])([CH3:23])[CH3:22])=[O:19])[CH2:10][CH2:11][C:12]=1[C:13]([O:15][CH2:16][CH3:17])=[O:14])(=O)=O.[CH3:27][C:28]1([CH3:44])[C:32]([CH3:34])([CH3:33])[O:31][B:30]([B:30]2[O:31][C:32]([CH3:34])([CH3:33])[C:28]([CH3:44])([CH3:27])[O:29]2)[O:29]1.C([O-])(=O)C.[K+]. Product: [CH3:27][C:28]1([CH3:44])[C:32]([CH3:34])([CH3:33])[O:31][B:30]([C:7]2[CH2:8][N:9]([C:18]([O:20][C:21]([CH3:24])([CH3:23])[CH3:22])=[O:19])[CH2:10][CH2:11][C:12]=2[C:13]([O:15][CH2:16][CH3:17])=[O:14])[O:29]1. The catalyst class is: 12. (4) Reactant: [C:1]([O:5][C:6]([NH:8][C@H:9]([CH2:22][OH:23])[CH2:10][CH2:11][C:12]([O:14][CH2:15][C:16]1[CH:21]=[CH:20][CH:19]=[CH:18][CH:17]=1)=[O:13])=[O:7])([CH3:4])([CH3:3])[CH3:2].C(N([CH2:29][CH3:30])CC)C.S(Cl)(C)(=O)=O.[Cl-].[Li+].O[C:39]1[CH:40]=[C:41]([CH:44]=[CH:45][C:46]=1I)C#N.C(=O)([O-])[O-].[K+].[K+].[I-].[K+]. The catalyst class is: 120. Product: [C:1]([O:5][C:6]([NH:8][C@H:9]([CH2:22][O:23][C:39]1[CH:40]=[CH:41][CH:44]=[C:45]([CH:29]=[CH2:30])[CH:46]=1)[CH2:10][CH2:11][C:12]([O:14][CH2:15][C:16]1[CH:17]=[CH:18][CH:19]=[CH:20][CH:21]=1)=[O:13])=[O:7])([CH3:4])([CH3:3])[CH3:2].